Dataset: Full USPTO retrosynthesis dataset with 1.9M reactions from patents (1976-2016). Task: Predict the reactants needed to synthesize the given product. (1) Given the product [F:1][C:2]1[CH:10]=[C:9]2[C:5]([C:6]([C:18]([NH2:20])=[O:19])=[N:7][N:8]2[C:11]2[CH:16]=[C:15]([C:22]#[C:21][C@:23]3([OH:30])[CH2:27][CH2:26][N:25]([CH3:28])[C:24]3=[O:29])[CH:14]=[CH:13][N:12]=2)=[CH:4][CH:3]=1, predict the reactants needed to synthesize it. The reactants are: [F:1][C:2]1[CH:10]=[C:9]2[C:5]([C:6]([C:18]([NH2:20])=[O:19])=[N:7][N:8]2[C:11]2[CH:16]=[C:15](I)[CH:14]=[CH:13][N:12]=2)=[CH:4][CH:3]=1.[C:21]([C@:23]1([OH:30])[CH2:27][CH2:26][N:25]([CH3:28])[C:24]1=[O:29])#[CH:22]. (2) Given the product [CH2:7]([O:6][C:4]([CH:3]1[CH2:9][CH2:10][CH2:11][N:1]([C:13]2[CH:18]=[CH:17][CH:16]=[C:15]([C:19]3[N:23]([CH3:24])[C:22]4[CH:25]=[CH:26][CH:27]=[CH:28][C:21]=4[N:20]=3)[CH:14]=2)[CH2:2]1)=[O:5])[CH3:8], predict the reactants needed to synthesize it. The reactants are: [NH:1]1[CH2:11][CH2:10][CH2:9][CH:3]([C:4]([O:6][CH2:7][CH3:8])=[O:5])[CH2:2]1.Br[C:13]1[CH:14]=[C:15]([C:19]2[N:23]([CH3:24])[C:22]3[CH:25]=[CH:26][CH:27]=[CH:28][C:21]=3[N:20]=2)[CH:16]=[CH:17][CH:18]=1.C1(P(C2C=CC=CC=2)C2C=CC3C(=CC=CC=3)C=2C2C3C(=CC=CC=3)C=CC=2P(C2C=CC=CC=2)C2C=CC=CC=2)C=CC=CC=1.C(=O)([O-])[O-].[Cs+].[Cs+]. (3) Given the product [OH:15][C:13]1[C:12]2[C:7](=[C:8]([NH2:16])[CH:9]=[CH:10][CH:11]=2)[N:6]=[C:5]([C:3]([OH:4])=[O:2])[CH:14]=1, predict the reactants needed to synthesize it. The reactants are: C[O:2][C:3]([C:5]1[CH:14]=[C:13]([OH:15])[C:12]2[C:7](=[C:8]([NH2:16])[CH:9]=[CH:10][CH:11]=2)[N:6]=1)=[O:4]. (4) Given the product [CH3:20][N:17]1[CH2:18][CH2:19][C:14]2[S:13][C:12]([C:9]3[CH:10]=[CH:11][C:6]([O:5][CH2:4][CH2:3][CH2:2][N:32]4[CH2:33][CH2:34][CH2:35][CH:31]4[CH3:30])=[CH:7][CH:8]=3)=[N:21][C:15]=2[CH2:16]1, predict the reactants needed to synthesize it. The reactants are: Cl[CH2:2][CH2:3][CH2:4][O:5][C:6]1[CH:11]=[CH:10][C:9]([C:12]2[S:13][C:14]3[CH2:19][CH2:18][N:17]([CH3:20])[CH2:16][C:15]=3[N:21]=2)=[CH:8][CH:7]=1.C(=O)([O-])[O-].[K+].[K+].[I-].[Na+].[CH3:30][CH:31]1[CH2:35][CH2:34][CH2:33][NH:32]1. (5) Given the product [C:1]([C:9]1[NH:13][C:12]([CH2:14][C:15]([OH:17])=[O:16])=[CH:11][C:10]=1[CH3:23])(=[O:8])[C:2]1[CH:7]=[CH:6][CH:5]=[CH:4][CH:3]=1, predict the reactants needed to synthesize it. The reactants are: [C:1]([C:9]1[NH:13][C:12]([CH2:14][C:15]([O:17]CC)=[O:16])=[C:11](C(O)=O)[C:10]=1[CH3:23])(=[O:8])[C:2]1[CH:7]=[CH:6][CH:5]=[CH:4][CH:3]=1.N1C2C(=CC=CC=2)C=CC=1.Cl.C(C1NC(CC(OCC)=O)=CC=1C)(=O)C1C=CC=CC=1.[OH-].[Na+]. (6) Given the product [O:39]1[CH2:36][CH2:6][N:5]([C:2]2[N:7]=[CH:6][N:5]=[C:4]([O:8][C:9]3[CH:35]=[CH:34][CH:33]=[CH:32][C:10]=3[CH2:11][NH:12][C:13]([NH:15][C:16]3[N:20]([C:21]4[CH:26]=[CH:25][C:24]([CH3:27])=[CH:23][CH:22]=4)[N:19]=[C:18]([C:28]([CH3:31])([CH3:30])[CH3:29])[CH:17]=3)=[O:14])[CH:3]=2)[CH2:4][CH2:3]1, predict the reactants needed to synthesize it. The reactants are: Cl[C:2]1[N:7]=[CH:6][N:5]=[C:4]([O:8][C:9]2[CH:35]=[CH:34][CH:33]=[CH:32][C:10]=2[CH2:11][NH:12][C:13]([NH:15][C:16]2[N:20]([C:21]3[CH:26]=[CH:25][C:24]([CH3:27])=[CH:23][CH:22]=3)[N:19]=[C:18]([C:28]([CH3:31])([CH3:30])[CH3:29])[CH:17]=2)=[O:14])[CH:3]=1.[C:36](=[O:39])([O-])[O-].[Na+].[Na+]. (7) Given the product [N+:12]([C:10]1[CH:9]=[CH:8][C:6]2[N:7]=[C:3]([CH2:2][N:15]3[CH2:19][CH2:18][CH2:17][CH2:16]3)[O:4][C:5]=2[CH:11]=1)([O-:14])=[O:13], predict the reactants needed to synthesize it. The reactants are: Cl[CH2:2][C:3]1[O:4][C:5]2[CH:11]=[C:10]([N+:12]([O-:14])=[O:13])[CH:9]=[CH:8][C:6]=2[N:7]=1.[NH:15]1[CH2:19][CH2:18][CH2:17][CH2:16]1.C(=O)([O-])[O-].[K+].[K+].C(OCC)C.